Dataset: Reaction yield outcomes from USPTO patents with 853,638 reactions. Task: Predict the reaction yield, written as a fraction of the theoretical maximum amount of product (1.0 means a 100% yield; for example, 0.34 means a 34% yield). (1) The reactants are [CH3:1][O:2][C:3]([C:5]1[CH:10]=[CH:9][C:8](Br)=[CH:7][N:6]=1)=[O:4].[NH:12]1[CH2:17][CH2:16][CH2:15][CH2:14][CH2:13]1.P([O-])([O-])([O-])=O.[K+].[K+].[K+].C1(P(C2CCCCC2)C2C=CC=CC=2C2C(OC)=CC=CC=2OC)CCCCC1. The catalyst is C1(C)C=CC=CC=1.C1C=CC(/C=C/C(/C=C/C2C=CC=CC=2)=O)=CC=1.C1C=CC(/C=C/C(/C=C/C2C=CC=CC=2)=O)=CC=1.C1C=CC(/C=C/C(/C=C/C2C=CC=CC=2)=O)=CC=1.[Pd].[Pd]. The product is [CH3:1][O:2][C:3]([C:5]1[N:6]=[CH:7][C:8]([N:12]2[CH2:17][CH2:16][CH2:15][CH2:14][CH2:13]2)=[CH:9][CH:10]=1)=[O:4]. The yield is 0.360. (2) The reactants are I[C:2]1[C:3]([NH2:8])=[N:4][CH:5]=[CH:6][CH:7]=1.[CH3:9][Si:10]([C:13]#[CH:14])([CH3:12])[CH3:11].C(N(CC)C(C)C)(C)C.CN1CCCC1=O. The catalyst is [Cu]I.[Pd].C1(P(C2C=CC=CC=2)C2C=CC=CC=2)C=CC=CC=1.C1(P(C2C=CC=CC=2)C2C=CC=CC=2)C=CC=CC=1.C1(P(C2C=CC=CC=2)C2C=CC=CC=2)C=CC=CC=1.C1(P(C2C=CC=CC=2)C2C=CC=CC=2)C=CC=CC=1.O. The product is [CH3:9][Si:10]([C:13]#[C:14][C:2]1[C:3]([NH2:8])=[N:4][CH:5]=[CH:6][CH:7]=1)([CH3:12])[CH3:11]. The yield is 0.807. (3) The reactants are ClC1C=CN=C2C=CSC=12.[F:11][C:12]1[CH:32]=[C:31]([N+:33]([O-:35])=[O:34])[CH:30]=[CH:29][C:13]=1[O:14][C:15]1[CH:20]=[CH:19][N:18]=[C:17]2[CH:21]=[C:22](C(N(C)C)=O)[S:23][C:16]=12. No catalyst specified. The product is [F:11][C:12]1[CH:32]=[C:31]([N+:33]([O-:35])=[O:34])[CH:30]=[CH:29][C:13]=1[O:14][C:15]1[CH:20]=[CH:19][N:18]=[C:17]2[CH:21]=[CH:22][S:23][C:16]=12. The yield is 0.450.